From a dataset of Forward reaction prediction with 1.9M reactions from USPTO patents (1976-2016). Predict the product of the given reaction. (1) Given the reactants [F:1][C:2]1[CH:35]=[CH:34][C:5]([C:6](/[N:8]=[C:9]2\[NH:10][C:11]3[CH:26]=[CH:25][C:24]([CH2:27][N:28]4[CH2:33][CH2:32][O:31][CH2:30][CH2:29]4)=[CH:23][C:12]=3[N:13]\2[C@@H:14]2[CH2:19][CH2:18][C@H:17]([C:20](Cl)=[O:21])[CH2:16][CH2:15]2)=[O:7])=[CH:4][CH:3]=1.[CH3:36][O:37][NH2:38], predict the reaction product. The product is: [F:1][C:2]1[CH:35]=[CH:34][C:5]([C:6](/[N:8]=[C:9]2\[NH:10][C:11]3[CH:26]=[CH:25][C:24]([CH2:27][N:28]4[CH2:33][CH2:32][O:31][CH2:30][CH2:29]4)=[CH:23][C:12]=3[N:13]\2[C@H:14]2[CH2:19][CH2:18][C@@H:17]([C:20](=[O:21])[NH:38][O:37][CH3:36])[CH2:16][CH2:15]2)=[O:7])=[CH:4][CH:3]=1.[F:1][C:2]1[CH:35]=[CH:34][C:5]([C:6](/[N:8]=[C:9]2\[NH:10][C:11]3[CH:26]=[CH:25][C:24]([CH2:27][N:28]4[CH2:33][CH2:32][O:31][CH2:30][CH2:29]4)=[CH:23][C:12]=3[N:13]\2[C@H:14]2[CH2:19][CH2:18][C@@H:17]([C:20](=[O:21])[NH:10][C:11]([CH3:26])([CH3:12])[CH2:36][OH:37])[CH2:16][CH2:15]2)=[O:7])=[CH:4][CH:3]=1. (2) Given the reactants C([O:8][C:9]1[CH:10]=[CH:11][C:12]2[S:23][C:16]3[C:17](=[O:22])[NH:18][CH2:19][CH2:20][S:21][C:15]=3[C:13]=2[CH:14]=1)C1C=CC=CC=1.B(Br)(Br)Br, predict the reaction product. The product is: [OH:8][C:9]1[CH:10]=[CH:11][C:12]2[S:23][C:16]3[C:17](=[O:22])[NH:18][CH2:19][CH2:20][S:21][C:15]=3[C:13]=2[CH:14]=1. (3) The product is: [O:22]=[S:23]1(=[O:44])[N:30]([C:31]2[C:36]([Cl:37])=[CH:35][C:34]([Cl:38])=[CH:33][C:32]=2[Cl:39])[CH2:29][C:26]2([CH2:27][CH2:28]2)[CH2:25][N:24]1[CH2:40][C:41]([NH:64][CH:59]1[CH:58]2[CH2:57][C:56]3([C:19]([NH2:15])=[O:68])[CH2:10][CH:8]([CH2:7][CH:60]1[CH2:61]3)[CH2:9]2)=[O:42]. Given the reactants Cl.C12(N)CC3[CH2:7][CH:8]([CH2:10]C(C3)C1)[CH2:9]2.CC[N:15]([CH:19](C)C)C(C)C.[O:22]=[S:23]1(=[O:44])[N:30]([C:31]2[C:36]([Cl:37])=[CH:35][C:34]([Cl:38])=[CH:33][C:32]=2[Cl:39])[CH2:29][C:26]2([CH2:28][CH2:27]2)[CH2:25][N:24]1[CH2:40][C:41](O)=[O:42].CCN=C=NCCCN(C)C.[CH:56]1[CH:57]=[CH:58][C:59]2[N:64](O)N=N[C:60]=2[CH:61]=1.CS(C)=[O:68], predict the reaction product. (4) Given the reactants [C:1]1([CH:7]2[S:12][CH2:11][CH2:10][CH2:9][S:8]2)[CH:6]=[CH:5][CH:4]=[CH:3][CH:2]=1.[Li][CH2:14][CH2:15][CH2:16][CH3:17].[CH2:18]([Ge:20]([CH2:23][CH3:24])(Cl)Cl)[CH3:19], predict the reaction product. The product is: [CH2:18]([Ge:20]([CH2:23][CH3:24])([C:17]1([C:16]2[CH:6]=[CH:1][CH:2]=[CH:14][CH:15]=2)[S:12][CH2:11][CH2:10][CH2:9][S:8]1)[C:7]1([C:1]2[CH:2]=[CH:3][CH:4]=[CH:5][CH:6]=2)[S:8][CH2:9][CH2:10][CH2:11][S:12]1)[CH3:19]. (5) Given the reactants [Si:1]([O:8][CH2:9][C:10]1[NH:11][C:12]2[C:17]([CH:18]=1)=[CH:16][C:15]([Cl:19])=[CH:14][C:13]=2[F:20])([C:4]([CH3:7])([CH3:6])[CH3:5])([CH3:3])[CH3:2].C(=O)([O-])[O-].[Cs+].[Cs+].CN(C)C=O.[C:32]([O:36][CH2:37][CH3:38])(=[O:35])[CH:33]=[CH2:34], predict the reaction product. The product is: [Si:1]([O:8][CH2:9][C:10]1[N:11]([CH2:34][CH2:33][C:32]([O:36][CH2:37][CH3:38])=[O:35])[C:12]2[C:17]([CH:18]=1)=[CH:16][C:15]([Cl:19])=[CH:14][C:13]=2[F:20])([C:4]([CH3:7])([CH3:6])[CH3:5])([CH3:3])[CH3:2]. (6) Given the reactants I[C:2]1[CH:3]=[C:4]([C:8]2[N:9]=[C:10]3[C:16]([C:17](=[O:22])[C:18]([CH3:21])([CH3:20])[CH3:19])=[CH:15][N:14](COCC[Si](C)(C)C)[C:11]3=[N:12][CH:13]=2)[CH:5]=[CH:6][CH:7]=1.Cl.[F:32][C:33]([F:44])([F:43])[C:34]1[N:38]2[CH2:39][CH2:40][NH:41][CH2:42][C:37]2=[N:36][N:35]=1.CC(C)([O-])C.[Na+], predict the reaction product. The product is: [CH3:19][C:18]([CH3:20])([CH3:21])[C:17]([C:16]1[C:10]2[C:11](=[N:12][CH:13]=[C:8]([C:4]3[CH:5]=[CH:6][CH:7]=[C:2]([N:41]4[CH2:40][CH2:39][N:38]5[C:34]([C:33]([F:44])([F:32])[F:43])=[N:35][N:36]=[C:37]5[CH2:42]4)[CH:3]=3)[N:9]=2)[NH:14][CH:15]=1)=[O:22]. (7) Given the reactants Br[C:2]1[C:3]2[N:4]([C:16](=[O:30])[N:17]([CH2:19][C:20]3[CH:21]=[N:22][C:23]([C:26]([F:29])([F:28])[F:27])=[CH:24][CH:25]=3)[N:18]=2)[C:5]([CH3:15])=[N:6][C:7]=1[C:8]1[CH:13]=[CH:12][C:11]([Cl:14])=[CH:10][CH:9]=1.[N:31]1[CH:36]=[CH:35][C:34](B(O)O)=[CH:33][CH:32]=1.[O-]P([O-])([O-])=O.[K+].[K+].[K+].C(Cl)Cl, predict the reaction product. The product is: [Cl:14][C:11]1[CH:12]=[CH:13][C:8]([C:7]2[N:6]=[C:5]([CH3:15])[N:4]3[C:16](=[O:30])[N:17]([CH2:19][C:20]4[CH:21]=[N:22][C:23]([C:26]([F:28])([F:29])[F:27])=[CH:24][CH:25]=4)[N:18]=[C:3]3[C:2]=2[C:34]2[CH:35]=[CH:36][N:31]=[CH:32][CH:33]=2)=[CH:9][CH:10]=1.